Dataset: Reaction yield outcomes from USPTO patents with 853,638 reactions. Task: Predict the reaction yield, written as a fraction of the theoretical maximum amount of product (1.0 means a 100% yield; for example, 0.34 means a 34% yield). No catalyst specified. The product is [CH2:7]([N:9]1[C:17]2[C:12](=[CH:13][CH:14]=[CH:15][CH:16]=2)[C:11]([C:5]2[CH:6]=[C:2]([NH2:1])[NH:3][N:4]=2)=[CH:10]1)[CH3:8]. The reactants are [NH2:1][C:2]1[CH:6]=[CH:5][NH:4][N:3]=1.[CH2:7]([N:9]1[C:17]2[C:12](=[CH:13][CH:14]=[CH:15][CH:16]=2)[C:11](C(=O)CC#N)=[CH:10]1)[CH3:8]. The yield is 0.700.